The task is: Regression. Given a peptide amino acid sequence and an MHC pseudo amino acid sequence, predict their binding affinity value. This is MHC class I binding data.. This data is from Peptide-MHC class I binding affinity with 185,985 pairs from IEDB/IMGT. The peptide sequence is DSEEYHLLY. The MHC is HLA-A01:01 with pseudo-sequence HLA-A01:01. The binding affinity (normalized) is 0.905.